Dataset: Full USPTO retrosynthesis dataset with 1.9M reactions from patents (1976-2016). Task: Predict the reactants needed to synthesize the given product. (1) Given the product [CH:24]1([NH:27][C:20]([C:17]2[S:16][C:15]([CH2:14][CH2:13][C:12]3[C:8]([C:5]4[CH:4]=[CH:3][C:2]([F:1])=[CH:7][N:6]=4)=[N:9][O:10][C:11]=3[CH3:23])=[N:19][CH:18]=2)=[O:22])[CH2:26][CH2:25]1, predict the reactants needed to synthesize it. The reactants are: [F:1][C:2]1[CH:3]=[CH:4][C:5]([C:8]2[C:12]([CH2:13][CH2:14][C:15]3[S:16][C:17]([C:20]([OH:22])=O)=[CH:18][N:19]=3)=[C:11]([CH3:23])[O:10][N:9]=2)=[N:6][CH:7]=1.[CH:24]1([NH2:27])[CH2:26][CH2:25]1. (2) Given the product [Cl:1][C:2]1[CH:11]=[C:10]([Cl:12])[CH:9]=[CH:8][C:3]=1[C:4](=[O:7])[CH2:5][C:14]1[NH:13][CH:17]=[CH:16][N:15]=1, predict the reactants needed to synthesize it. The reactants are: [Cl:1][C:2]1[CH:11]=[C:10]([Cl:12])[CH:9]=[CH:8][C:3]=1[C:4](=[O:7])[CH2:5]Cl.[NH:13]1[CH:17]=[CH:16][N:15]=[CH:14]1. (3) The reactants are: [H-].[Na+].[CH2:3]([O:10][C:11]1[CH:12]=[C:13]2[C:17](=[CH:18][CH:19]=1)[NH:16][C:15]([C:20]1[CH:25]=[CH:24][C:23]([O:26][CH2:27][C:28]3[CH:33]=[CH:32][CH:31]=[CH:30][CH:29]=3)=[CH:22][CH:21]=1)=[C:14]2[CH3:34])[C:4]1[CH:9]=[CH:8][CH:7]=[CH:6][CH:5]=1.[CH2:35](Cl)[C:36]1[CH:41]=[CH:40][CH:39]=[CH:38][CH:37]=1.CCO[C:46]([CH3:48])=[O:47].[CH3:49][CH2:50][CH2:51][CH2:52][CH2:53][CH3:54].C[N:56](C=O)C. Given the product [CH2:3]([O:10][C:11]1[CH:12]=[C:13]2[C:17](=[CH:18][CH:19]=1)[N:16]([CH2:35][C:36]1[CH:41]=[CH:40][C:39]([O:47][CH2:46][CH2:48][N:56]3[CH2:54][CH2:53][CH2:52][CH2:51][CH2:50][CH2:49]3)=[CH:38][CH:37]=1)[C:15]([C:20]1[CH:25]=[CH:24][C:23]([O:26][CH2:27][C:28]3[CH:33]=[CH:32][CH:31]=[CH:30][CH:29]=3)=[CH:22][CH:21]=1)=[C:14]2[CH3:34])[C:4]1[CH:5]=[CH:6][CH:7]=[CH:8][CH:9]=1, predict the reactants needed to synthesize it.